From a dataset of Reaction yield outcomes from USPTO patents with 853,638 reactions. Predict the reaction yield, written as a fraction of the theoretical maximum amount of product (1.0 means a 100% yield; for example, 0.34 means a 34% yield). (1) The reactants are [CH3:1][O:2][C:3]1[CH:8]=[C:7]([O:9][CH2:10][CH2:11][O:12][CH3:13])[CH:6]=[CH:5][C:4]=1[N+:14]([O-])=O.[ClH:17]. The catalyst is CO.[Pd]. The product is [ClH:17].[CH3:1][O:2][C:3]1[CH:8]=[C:7]([O:9][CH2:10][CH2:11][O:12][CH3:13])[CH:6]=[CH:5][C:4]=1[NH2:14]. The yield is 0.760. (2) The product is [CH3:1][O:2][C:3]1[CH:4]=[C:5]([CH:16]=[CH:17][C:18]=1[O:19][CH2:20][C:21]1[N:22]=[C:23]([C:27]2[CH:28]=[CH:29][CH:30]=[CH:31][CH:32]=2)[O:24][C:25]=1[CH3:26])[CH2:6][O:7][C:8]1[C:13]([CH2:14][C:33]#[N:35])=[CH:12][CH:11]=[CH:10][N:9]=1. The catalyst is O.CS(C)=O.C(OCC)(=O)C. The yield is 0.790. The reactants are [CH3:1][O:2][C:3]1[CH:4]=[C:5]([CH:16]=[CH:17][C:18]=1[O:19][CH2:20][C:21]1[N:22]=[C:23]([C:27]2[CH:32]=[CH:31][CH:30]=[CH:29][CH:28]=2)[O:24][C:25]=1[CH3:26])[CH2:6][O:7][C:8]1[C:13]([CH2:14]O)=[CH:12][CH:11]=[CH:10][N:9]=1.[CH2:33]([N:35](CC)CC)C.CS(Cl)(=O)=O.[C-]#N.[Na+]. (3) The yield is 0.874. The product is [CH3:7][C:4]1[S:5][CH:6]=[C:13]([C:14]([O:16][CH3:15])=[O:18])[CH:3]=1. The catalyst is C([O-])(=O)C.[Pd+2].C([O-])(=O)C.CS(C)=O. The reactants are BrC1[CH:3]=[C:4]([CH3:7])[S:5][CH:6]=1.C(N([CH2:13][CH3:14])CC)C.[CH3:15][OH:16].[C]=[O:18]. (4) The reactants are C(OC([N:8]1[CH2:13][CH2:12][N:11]([C:14]2[C:15]3[CH:30]=[CH:29][N:28]=[CH:27][C:16]=3[N:17]=[C:18]([C:20]3[CH:25]=[CH:24][N:23]=[C:22](Cl)[CH:21]=3)[N:19]=2)[CH2:10][CH2:9]1)=O)(C)(C)C.[NH2:31][C:32]1[CH:37]=[CH:36][CH:35]=[CH:34][CH:33]=1. No catalyst specified. The product is [C:32]1([NH:31][C:22]2[CH:21]=[C:20]([C:18]3[N:19]=[C:14]([N:11]4[CH2:12][CH2:13][NH:8][CH2:9][CH2:10]4)[C:15]4[CH:30]=[CH:29][N:28]=[CH:27][C:16]=4[N:17]=3)[CH:25]=[CH:24][N:23]=2)[CH:37]=[CH:36][CH:35]=[CH:34][CH:33]=1. The yield is 0.220. (5) The reactants are [OH-].[Na+].C([O:5][C:6](=[O:28])[CH2:7][C:8]1[CH:9]=[C:10]([C:22]2[CH:27]=[CH:26][CH:25]=[CH:24][CH:23]=2)[CH:11]=[C:12]([O:14][CH2:15][C:16]2[CH:21]=[CH:20][CH:19]=[CH:18][CH:17]=2)[CH:13]=1)C. The catalyst is CCO.Cl. The product is [CH2:15]([O:14][C:12]1[CH:13]=[C:8]([CH2:7][C:6]([OH:28])=[O:5])[CH:9]=[C:10]([C:22]2[CH:23]=[CH:24][CH:25]=[CH:26][CH:27]=2)[CH:11]=1)[C:16]1[CH:17]=[CH:18][CH:19]=[CH:20][CH:21]=1. The yield is 0.900. (6) The reactants are Cl[CH2:2][C:3]1[CH:8]=[CH:7][C:6]([CH2:9][O:10][CH2:11][CH2:12][O:13][CH2:14][CH2:15][O:16][CH2:17][CH2:18][O:19][CH2:20][CH2:21][O:22][CH3:23])=[CH:5][CH:4]=1.[N-:24]=[N+:25]=[N-:26].[Na+]. The catalyst is CN(C=O)C. The product is [N:24]([CH2:2][C:3]1[CH:8]=[CH:7][C:6]([CH2:9][O:10][CH2:11][CH2:12][O:13][CH2:14][CH2:15][O:16][CH2:17][CH2:18][O:19][CH2:20][CH2:21][O:22][CH3:23])=[CH:5][CH:4]=1)=[N+:25]=[N-:26]. The yield is 0.900. (7) The reactants are [C:1]1([NH:7][C:8]2[CH:13]=[CH:12][CH:11]=[CH:10][CH:9]=2)[CH:6]=[CH:5][CH:4]=[CH:3][CH:2]=1.I[C:15]1[CH:20]=[CH:19][CH:18]=[C:17]([N+:21]([O-:23])=[O:22])[CH:16]=1.CC(C)([O-])C.[Na+]. The catalyst is C([O-])(=O)C.[Pd+2].C([O-])(=O)C.C1(C)C=CC=CC=1. The product is [N+:21]([C:17]1[CH:16]=[C:15]([CH:20]=[CH:19][CH:18]=1)[N:7]([C:8]1[CH:9]=[CH:10][CH:11]=[CH:12][CH:13]=1)[C:1]1[CH:6]=[CH:5][CH:4]=[CH:3][CH:2]=1)([O-:23])=[O:22]. The yield is 0.620. (8) The reactants are [F:1][CH2:2][CH2:3][O:4][CH2:5][CH2:6][OH:7].[C:8]1([CH3:18])[CH:13]=[CH:12][C:11]([S:14](Cl)(=[O:16])=[O:15])=[CH:10][CH:9]=1. The catalyst is CN(C1C=CN=CC=1)C.ClCCl. The product is [CH3:18][C:8]1[CH:13]=[CH:12][C:11]([S:14]([O:7][CH2:6][CH2:5][O:4][CH2:3][CH2:2][F:1])(=[O:16])=[O:15])=[CH:10][CH:9]=1. The yield is 0.270. (9) The reactants are [F:1][C:2]1[CH:3]=[CH:4][CH:5]=[C:6]2[C:11]=1[N:10]=[C:9]([C:12]1[CH:17]=[CH:16][CH:15]=[C:14]([C:18]#[C:19][C@:20]([OH:28])([C:22]3[O:23][C:24]([CH3:27])=[CH:25][N:26]=3)[CH3:21])[CH:13]=1)[N:8]=[C:7]2[C:29]([O:31]CC)=O.[NH3:34]. No catalyst specified. The product is [F:1][C:2]1[CH:3]=[CH:4][CH:5]=[C:6]2[C:11]=1[N:10]=[C:9]([C:12]1[CH:17]=[CH:16][CH:15]=[C:14]([C:18]#[C:19][C@:20]([OH:28])([C:22]3[O:23][C:24]([CH3:27])=[CH:25][N:26]=3)[CH3:21])[CH:13]=1)[N:8]=[C:7]2[C:29]([NH2:34])=[O:31]. The yield is 0.540. (10) The reactants are [NH:1]1[CH2:6][CH2:5][S:4][CH2:3][CH2:2]1.CCN(CC)CC.[F:14][C:15]1[CH:16]=[C:17]([N+:22]([O-:24])=[O:23])[CH:18]=[CH:19][C:20]=1F. The catalyst is CCOC(C)=O. The product is [F:14][C:15]1[CH:16]=[C:17]([N+:22]([O-:24])=[O:23])[CH:18]=[CH:19][C:20]=1[N:1]1[CH2:6][CH2:5][S:4][CH2:3][CH2:2]1. The yield is 0.720.